From a dataset of hERG Central: cardiac toxicity at 1µM, 10µM, and general inhibition. Predict hERG channel inhibition at various concentrations. The compound is N=c1c(C(=O)NCC2CCCO2)cc2c(=O)n3ccccc3nc2n1C1CCCC1. Results: hERG_inhib (hERG inhibition (general)): blocker.